The task is: Predict the reaction yield, written as a fraction of the theoretical maximum amount of product (1.0 means a 100% yield; for example, 0.34 means a 34% yield).. This data is from Reaction yield outcomes from USPTO patents with 853,638 reactions. (1) The yield is 0.830. The reactants are [Cl:1][C:2]1[CH:10]=[C:9]2[C:5]([C:6]([C:11](=[O:16])[C:12]([F:15])([F:14])[F:13])=[CH:7][NH:8]2)=[CH:4][CH:3]=1.C(=O)([O-])[O-].[K+].[K+].I[CH:24]([CH3:26])[CH3:25]. The product is [Cl:1][C:2]1[CH:10]=[C:9]2[C:5]([C:6]([C:11](=[O:16])[C:12]([F:13])([F:14])[F:15])=[CH:7][N:8]2[CH:24]([CH3:26])[CH3:25])=[CH:4][CH:3]=1. The catalyst is CN(C)C=O. (2) The reactants are Cl[C:2]1[C:7]([C:8]([F:11])([F:10])[F:9])=[CH:6][CH:5]=[CH:4][N:3]=1.[NH:12]1[CH2:17][CH2:16][NH:15][CH2:14][CH2:13]1. The catalyst is C(O)CCC. The product is [F:9][C:8]([F:11])([F:10])[C:7]1[C:2]([N:12]2[CH2:17][CH2:16][NH:15][CH2:14][CH2:13]2)=[N:3][CH:4]=[CH:5][CH:6]=1. The yield is 0.400. (3) The reactants are [F:1][C:2]1[C:3]([O:11][CH3:12])=[CH:4][C:5]([O:9][CH3:10])=[C:6]([CH:8]=1)[NH2:7].[C:13](Cl)(Cl)=[O:14]. The catalyst is CCOC(C)=O. The product is [F:1][C:2]1[CH:8]=[C:6]([N:7]=[C:13]=[O:14])[C:5]([O:9][CH3:10])=[CH:4][C:3]=1[O:11][CH3:12]. The yield is 1.00.